The task is: Predict the product of the given reaction.. This data is from Forward reaction prediction with 1.9M reactions from USPTO patents (1976-2016). (1) Given the reactants [CH3:1][O:2][C:3](=[O:21])[CH2:4][CH:5]1[CH2:14][C:13]2[C:8](=[CH:9][C:10]([C:15]#[C:16][CH2:17][CH2:18][NH2:19])=[CH:11][CH:12]=2)[NH:7][C:6]1=[O:20].[C:22](O[C:22]([O:24][C:25]([CH3:28])([CH3:27])[CH3:26])=[O:23])([O:24][C:25]([CH3:28])([CH3:27])[CH3:26])=[O:23].C(=O)([O-])[O-].[K+].[K+].CO, predict the reaction product. The product is: [CH3:1][O:2][C:3](=[O:21])[CH2:4][CH:5]1[CH2:14][C:13]2[C:8](=[CH:9][C:10]([C:15]#[C:16][CH2:17][CH2:18][NH:19][C:22]([O:24][C:25]([CH3:28])([CH3:27])[CH3:26])=[O:23])=[CH:11][CH:12]=2)[NH:7][C:6]1=[O:20]. (2) Given the reactants [Br:1][C:2]1[CH:3]=[C:4]([F:16])[C:5](/[CH:8]=[N:9]/[S:10]([C:12]([CH3:15])([CH3:14])[CH3:13])=[O:11])=[N:6][CH:7]=1.[CH3:17][Mg]Cl.O, predict the reaction product. The product is: [Br:1][C:2]1[CH:3]=[C:4]([F:16])[C:5]([C@H:8]([NH:9][S:10]([C:12]([CH3:13])([CH3:15])[CH3:14])=[O:11])[CH3:17])=[N:6][CH:7]=1.